Dataset: Forward reaction prediction with 1.9M reactions from USPTO patents (1976-2016). Task: Predict the product of the given reaction. (1) Given the reactants [Cl:1][C:2]1[CH:3]=[C:4]([C:8]2[C:9]3[N:18]([CH2:19][C@H:20]4[CH2:25][CH2:24][C@H:23]([CH3:26])[CH2:22][CH2:21]4)[CH:17]=[CH:16][C:10]=3[N:11]=C(C#N)[N:13]=2)[CH:5]=[CH:6][CH:7]=1.[OH-:27].[Na+].[CH2:29]([OH:31])[CH3:30], predict the reaction product. The product is: [Cl:1][C:2]1[CH:3]=[C:4]([C:8]2[C:9]3[N:18]([CH2:19][C@H:20]4[CH2:25][CH2:24][C@H:23]([CH3:26])[CH2:22][CH2:21]4)[CH:17]=[CH:16][C:10]=3[N:11]=[C:30]([C:29]([OH:27])=[O:31])[N:13]=2)[CH:5]=[CH:6][CH:7]=1. (2) Given the reactants Br[C:2]1[N:6]([CH3:7])[N:5]=[C:4]([NH2:8])[CH:3]=1.[C:9]1([S:15]([N:18]2[C:26]3[C:21](=[CH:22][C:23](B4OC(C)(C)C(C)(C)O4)=[CH:24][CH:25]=3)[CH:20]=[C:19]2[C:36]2[C:41]([F:42])=[CH:40][CH:39]=[CH:38][C:37]=2[F:43])(=[O:17])=[O:16])[CH:14]=[CH:13][CH:12]=[CH:11][CH:10]=1.C([O-])([O-])=O.[K+].[K+], predict the reaction product. The product is: [C:9]1([S:15]([N:18]2[C:26]3[C:21](=[CH:22][C:23]([C:2]4[N:6]([CH3:7])[N:5]=[C:4]([NH2:8])[CH:3]=4)=[CH:24][CH:25]=3)[CH:20]=[C:19]2[C:36]2[C:37]([F:43])=[CH:38][CH:39]=[CH:40][C:41]=2[F:42])(=[O:17])=[O:16])[CH:10]=[CH:11][CH:12]=[CH:13][CH:14]=1.